From a dataset of Reaction yield outcomes from USPTO patents with 853,638 reactions. Predict the reaction yield, written as a fraction of the theoretical maximum amount of product (1.0 means a 100% yield; for example, 0.34 means a 34% yield). (1) The reactants are [H-].[Na+].[Cl:3][C:4]1[CH:13]=[C:12]2[C:7]([C:8]([C:30]3[CH:35]=[CH:34][CH:33]=[C:32](/[CH:36]=[CH:37]/[CH:38]=O)[CH:31]=3)=[C:9]([CH2:15][C:16]([NH:18][C:19]3[CH:24]=[CH:23][C:22]([F:25])=[CH:21][C:20]=3[C:26]([F:29])([F:28])[F:27])=[O:17])[C:10](=[O:14])[O:11]2)=[CH:6][C:5]=1[CH3:40].[OH2:41].[CH2:42]1[CH2:46][O:45][CH2:44][CH2:43]1. No catalyst specified. The product is [Cl:3][C:4]1[CH:13]=[C:12]2[C:7]([C:8]([C:30]3[CH:31]=[C:32](/[CH:36]=[CH:37]/[CH:38]=[CH:43]/[C:44]([O:45][CH2:46][CH3:42])=[O:41])[CH:33]=[CH:34][CH:35]=3)=[C:9]([CH2:15][C:16]([NH:18][C:19]3[CH:24]=[CH:23][C:22]([F:25])=[CH:21][C:20]=3[C:26]([F:28])([F:27])[F:29])=[O:17])[C:10](=[O:14])[O:11]2)=[CH:6][C:5]=1[CH3:40]. The yield is 0.950. (2) The reactants are [Cl:1][C:2]1[CH:7]=[CH:6]N=[C:4]2[CH:8]=[CH:9][S:10][C:3]=12.[Li][CH2:12]CCC.Br[C:17]1[N:22]=[CH:21][C:20]([CH2:23][N:24]([CH2:32][CH2:33][O:34][CH3:35])C(=O)OC(C)(C)C)=[CH:19][CH:18]=1. The catalyst is C1COCC1.[Cl-].[Cl-].[Zn+2].C1C=CC([P]([Pd]([P](C2C=CC=CC=2)(C2C=CC=CC=2)C2C=CC=CC=2)([P](C2C=CC=CC=2)(C2C=CC=CC=2)C2C=CC=CC=2)[P](C2C=CC=CC=2)(C2C=CC=CC=2)C2C=CC=CC=2)(C2C=CC=CC=2)C2C=CC=CC=2)=CC=1. The product is [Cl:1][C:2]1[C:3]2[S:10][C:9]([C:17]3[N:22]=[CH:21][C:20]([CH2:23][NH:24][CH2:32][CH2:33][O:34][CH3:35])=[CH:19][CH:18]=3)=[CH:8][C:4]=2[CH:12]=[CH:6][CH:7]=1. The yield is 0.640.